Dataset: Forward reaction prediction with 1.9M reactions from USPTO patents (1976-2016). Task: Predict the product of the given reaction. (1) Given the reactants [F:1][C:2]1[CH:3]=[CH:4][C:5]([O:32][C:33]2[CH:38]=[CH:37][CH:36]=[CH:35][CH:34]=2)=[C:6]([NH:8][CH2:9][C:10]2[CH:15]=[C:14]([O:16][CH3:17])[CH:13]=[CH:12][C:11]=2[O:18][CH2:19][CH2:20][O:21][S:22]([C:25]2[CH:31]=[CH:30][C:28]([CH3:29])=[CH:27][CH:26]=2)(=[O:24])=[O:23])[CH:7]=1.[C:39](OC(=O)C)(=[O:41])[CH3:40], predict the reaction product. The product is: [F:1][C:2]1[CH:3]=[CH:4][C:5]([O:32][C:33]2[CH:34]=[CH:35][CH:36]=[CH:37][CH:38]=2)=[C:6]([N:8]([CH2:9][C:10]2[CH:15]=[C:14]([O:16][CH3:17])[CH:13]=[CH:12][C:11]=2[O:18][CH2:19][CH2:20][O:21][S:22]([C:25]2[CH:31]=[CH:30][C:28]([CH3:29])=[CH:27][CH:26]=2)(=[O:24])=[O:23])[C:39](=[O:41])[CH3:40])[CH:7]=1. (2) Given the reactants [O:1]=[C:2]1[C:10]2[C:5](=[CH:6][CH:7]=[CH:8][CH:9]=2)[C:4](=[S:11])[N:3]1[CH:12]([CH2:17][CH2:18][C:19]([O:21]C)=[O:20])[C:13]([O:15]C)=[O:14].CC([O-])=O.Cl, predict the reaction product. The product is: [O:1]=[C:2]1[C:10]2[C:5](=[CH:6][CH:7]=[CH:8][CH:9]=2)[C:4](=[S:11])[N:3]1[CH:12]([CH2:17][CH2:18][C:19]([OH:21])=[O:20])[C:13]([OH:15])=[O:14]. (3) The product is: [C:1]([O:5][C:6]([NH:7][C:8]1[C:9]([Cl:17])=[CH:10][C:11]([NH:19][CH:20]2[CH2:21][CH2:22][N:23]([C:26]([O:28][C:29]([CH3:32])([CH3:31])[CH3:30])=[O:27])[CH2:24][CH2:25]2)=[C:12]([C:14]#[N:15])[CH:13]=1)=[O:18])([CH3:4])([CH3:3])[CH3:2]. Given the reactants [C:1]([O:5][C:6](=[O:18])[NH:7][C:8]1[CH:13]=[C:12]([C:14]#[N:15])[C:11](Br)=[CH:10][C:9]=1[Cl:17])([CH3:4])([CH3:3])[CH3:2].[NH2:19][CH:20]1[CH2:25][CH2:24][N:23]([C:26]([O:28][C:29]([CH3:32])([CH3:31])[CH3:30])=[O:27])[CH2:22][CH2:21]1.C1(P(C2C=CC=CC=2)C2C3OC4C(=CC=CC=4P(C4C=CC=CC=4)C4C=CC=CC=4)C(C)(C)C=3C=CC=2)C=CC=CC=1.C([O-])([O-])=O.[Cs+].[Cs+], predict the reaction product. (4) Given the reactants [CH3:1][N:2]1[C:10]2[C:5](=[CH:6][CH:7]=[CH:8][CH:9]=2)[C:4]([S:11](Cl)(=[O:13])=[O:12])=[CH:3]1.[NH3:15], predict the reaction product. The product is: [CH3:1][N:2]1[C:10]2[C:5](=[CH:6][CH:7]=[CH:8][CH:9]=2)[C:4]([S:11]([NH2:15])(=[O:13])=[O:12])=[CH:3]1. (5) Given the reactants [CH2:1]([N:8]1[C:20]2[C:19]3[CH:18]=[C:17]([O:21][CH3:22])[C:16]([C:23]4[C:24]([CH3:29])=[N:25][O:26][C:27]=4[CH3:28])=[CH:15][C:14]=3[N:13]=[C:12]([C:30]([O:32]CC)=[O:31])[C:11]=2[O:10][C:9]1=[O:35])[C:2]1[CH:7]=[CH:6][CH:5]=[CH:4][CH:3]=1.Cl, predict the reaction product. The product is: [CH2:1]([N:8]1[C:20]2[C:19]3[CH:18]=[C:17]([O:21][CH3:22])[C:16]([C:23]4[C:24]([CH3:29])=[N:25][O:26][C:27]=4[CH3:28])=[CH:15][C:14]=3[N:13]=[C:12]([C:30]([OH:32])=[O:31])[C:11]=2[O:10][C:9]1=[O:35])[C:2]1[CH:7]=[CH:6][CH:5]=[CH:4][CH:3]=1.